From a dataset of NCI-60 drug combinations with 297,098 pairs across 59 cell lines. Regression. Given two drug SMILES strings and cell line genomic features, predict the synergy score measuring deviation from expected non-interaction effect. (1) Drug 2: CNC(=O)C1=NC=CC(=C1)OC2=CC=C(C=C2)NC(=O)NC3=CC(=C(C=C3)Cl)C(F)(F)F. Cell line: SF-539. Synergy scores: CSS=16.4, Synergy_ZIP=-7.12, Synergy_Bliss=-1.43, Synergy_Loewe=-0.606, Synergy_HSA=-0.486. Drug 1: C1CC(=O)NC(=O)C1N2CC3=C(C2=O)C=CC=C3N. (2) Synergy scores: CSS=42.7, Synergy_ZIP=-0.882, Synergy_Bliss=-0.387, Synergy_Loewe=-33.1, Synergy_HSA=-1.83. Drug 2: B(C(CC(C)C)NC(=O)C(CC1=CC=CC=C1)NC(=O)C2=NC=CN=C2)(O)O. Cell line: UACC62. Drug 1: CS(=O)(=O)OCCCCOS(=O)(=O)C. (3) Drug 1: CCC(=C(C1=CC=CC=C1)C2=CC=C(C=C2)OCCN(C)C)C3=CC=CC=C3.C(C(=O)O)C(CC(=O)O)(C(=O)O)O. Drug 2: CC12CCC3C(C1CCC2OP(=O)(O)O)CCC4=C3C=CC(=C4)OC(=O)N(CCCl)CCCl.[Na+]. Cell line: SR. Synergy scores: CSS=17.5, Synergy_ZIP=3.63, Synergy_Bliss=-2.76, Synergy_Loewe=-5.84, Synergy_HSA=-2.77. (4) Drug 1: CCCCC(=O)OCC(=O)C1(CC(C2=C(C1)C(=C3C(=C2O)C(=O)C4=C(C3=O)C=CC=C4OC)O)OC5CC(C(C(O5)C)O)NC(=O)C(F)(F)F)O. Drug 2: C1CN(CCN1C(=O)CCBr)C(=O)CCBr. Cell line: TK-10. Synergy scores: CSS=19.5, Synergy_ZIP=-11.5, Synergy_Bliss=-8.69, Synergy_Loewe=-22.6, Synergy_HSA=-8.56. (5) Drug 1: CCCCCOC(=O)NC1=NC(=O)N(C=C1F)C2C(C(C(O2)C)O)O. Drug 2: C1=CC=C(C=C1)NC(=O)CCCCCCC(=O)NO. Cell line: UACC-257. Synergy scores: CSS=11.5, Synergy_ZIP=-7.07, Synergy_Bliss=-1.83, Synergy_Loewe=-27.3, Synergy_HSA=-2.17.